Dataset: NCI-60 drug combinations with 297,098 pairs across 59 cell lines. Task: Regression. Given two drug SMILES strings and cell line genomic features, predict the synergy score measuring deviation from expected non-interaction effect. (1) Drug 1: C1=CC(=CC=C1CCC2=CNC3=C2C(=O)NC(=N3)N)C(=O)NC(CCC(=O)O)C(=O)O. Drug 2: C1=CC(=CC=C1CCCC(=O)O)N(CCCl)CCCl. Cell line: NCI-H322M. Synergy scores: CSS=1.43, Synergy_ZIP=-1.66, Synergy_Bliss=-6.33, Synergy_Loewe=-38.0, Synergy_HSA=-8.61. (2) Drug 1: CC(C1=C(C=CC(=C1Cl)F)Cl)OC2=C(N=CC(=C2)C3=CN(N=C3)C4CCNCC4)N. Drug 2: COCCOC1=C(C=C2C(=C1)C(=NC=N2)NC3=CC=CC(=C3)C#C)OCCOC.Cl. Cell line: A498. Synergy scores: CSS=20.2, Synergy_ZIP=-1.76, Synergy_Bliss=3.35, Synergy_Loewe=3.62, Synergy_HSA=5.11. (3) Drug 1: CC1=CC2C(CCC3(C2CCC3(C(=O)C)OC(=O)C)C)C4(C1=CC(=O)CC4)C. Drug 2: B(C(CC(C)C)NC(=O)C(CC1=CC=CC=C1)NC(=O)C2=NC=CN=C2)(O)O. Cell line: NCI/ADR-RES. Synergy scores: CSS=-2.86, Synergy_ZIP=-0.185, Synergy_Bliss=-3.10, Synergy_Loewe=-3.94, Synergy_HSA=-3.68. (4) Synergy scores: CSS=36.1, Synergy_ZIP=2.37, Synergy_Bliss=5.90, Synergy_Loewe=-0.377, Synergy_HSA=4.00. Cell line: SK-MEL-28. Drug 2: C1C(C(OC1N2C=NC(=NC2=O)N)CO)O. Drug 1: C1=CN(C(=O)N=C1N)C2C(C(C(O2)CO)O)O.Cl. (5) Drug 1: C1=CC=C(C=C1)NC(=O)CCCCCCC(=O)NO. Drug 2: C1CN1C2=NC(=NC(=N2)N3CC3)N4CC4. Cell line: NCI-H226. Synergy scores: CSS=8.82, Synergy_ZIP=-3.21, Synergy_Bliss=-1.81, Synergy_Loewe=-0.766, Synergy_HSA=-0.757. (6) Drug 1: CCC1(CC2CC(C3=C(CCN(C2)C1)C4=CC=CC=C4N3)(C5=C(C=C6C(=C5)C78CCN9C7C(C=CC9)(C(C(C8N6C)(C(=O)OC)O)OC(=O)C)CC)OC)C(=O)OC)O.OS(=O)(=O)O. Drug 2: CN(C(=O)NC(C=O)C(C(C(CO)O)O)O)N=O. Cell line: LOX IMVI. Synergy scores: CSS=4.70, Synergy_ZIP=-8.41, Synergy_Bliss=-12.0, Synergy_Loewe=-30.4, Synergy_HSA=-11.9.